From a dataset of Reaction yield outcomes from USPTO patents with 853,638 reactions. Predict the reaction yield, written as a fraction of the theoretical maximum amount of product (1.0 means a 100% yield; for example, 0.34 means a 34% yield). The reactants are [OH:1][C:2]1[N:7]=[C:6]([C:8]([NH:10][CH2:11][CH:12]2[CH2:17][CH2:16][O:15][CH2:14][CH2:13]2)=[O:9])[C:5]([NH:18][C:19]([C:21]2[C:30]3[C:25](=[CH:26][CH:27]=[CH:28][CH:29]=3)[C:24]([CH2:31][N:32]3[CH:36]=[CH:35][N:34]=[N:33]3)=[CH:23][CH:22]=2)=[O:20])=[CH:4][CH:3]=1.[CH2:37](Br)[C:38]1[CH:43]=[CH:42][CH:41]=[CH:40][CH:39]=1. No catalyst specified. The product is [CH2:37]([O:1][C:2]1[N:7]=[C:6]([C:8]([NH:10][CH2:11][CH:12]2[CH2:13][CH2:14][O:15][CH2:16][CH2:17]2)=[O:9])[C:5]([NH:18][C:19]([C:21]2[C:30]3[C:25](=[CH:26][CH:27]=[CH:28][CH:29]=3)[C:24]([CH2:31][N:32]3[CH:36]=[CH:35][N:34]=[N:33]3)=[CH:23][CH:22]=2)=[O:20])=[CH:4][CH:3]=1)[C:38]1[CH:43]=[CH:42][CH:41]=[CH:40][CH:39]=1. The yield is 0.200.